This data is from Forward reaction prediction with 1.9M reactions from USPTO patents (1976-2016). The task is: Predict the product of the given reaction. (1) Given the reactants [C@H:1]12[CH2:7][C@H:4]([NH:5][CH2:6]1)[CH2:3][N:2]2[C:8]([O:10][C:11]([CH3:14])([CH3:13])[CH3:12])=[O:9].Br[CH2:16][C:17]1[CH:26]=[CH:25][C:20]([C:21]([O:23][CH3:24])=[O:22])=[CH:19][CH:18]=1.C(N(CC)CC)C.C(=O)(O)[O-].[Na+], predict the reaction product. The product is: [CH3:24][O:23][C:21]([C:20]1[CH:25]=[CH:26][C:17]([CH2:16][N:5]2[CH2:6][C@@H:1]3[CH2:7][C@H:4]2[CH2:3][N:2]3[C:8]([O:10][C:11]([CH3:14])([CH3:13])[CH3:12])=[O:9])=[CH:18][CH:19]=1)=[O:22]. (2) Given the reactants [Br:1][CH2:2][C:3](=O)[C:4]([O:6][CH2:7][CH3:8])=[O:5].Cl.[NH2:11][OH:12].C(Cl)Cl, predict the reaction product. The product is: [CH2:7]([O:6][C:4](=[O:5])[C:3](=[N:11][OH:12])[CH2:2][Br:1])[CH3:8]. (3) Given the reactants Br[C:2]1[C:3]([C@@H:8]([NH:18][C:19](=[O:31])[CH2:20][C:21]2[C:29]3[C:24](=[CH:25][CH:26]=[C:27]([OH:30])[CH:28]=3)[NH:23][CH:22]=2)[CH2:9][C:10]2[CH:15]=[C:14]([F:16])[CH:13]=[C:12]([F:17])[CH:11]=2)=[N:4][CH:5]=[CH:6][CH:7]=1.CC1(C)C(C)(C)OB([C:40]2[CH:45]=[CH:44][N:43]=[C:42]([C:46]#[N:47])[CH:41]=2)O1.C(=O)([O-])[O-].[K+].[K+].C1(P(C2CCCCC2)C2CCCCC2)CCCCC1, predict the reaction product. The product is: [C:46]([C:42]1[CH:41]=[C:40]([C:2]2[C:3]([C@@H:8]([NH:18][C:19](=[O:31])[CH2:20][C:21]3[C:29]4[C:24](=[CH:25][CH:26]=[C:27]([OH:30])[CH:28]=4)[NH:23][CH:22]=3)[CH2:9][C:10]3[CH:11]=[C:12]([F:17])[CH:13]=[C:14]([F:16])[CH:15]=3)=[N:4][CH:5]=[CH:6][CH:7]=2)[CH:45]=[CH:44][N:43]=1)#[N:47]. (4) Given the reactants Cl.Cl.Cl.C1(NC(C2C3C=C(C4C([Cl:25])=CN=C(NCCCN5CCN(C)CC5)N=4)SC=3C=CC=2)=O)CC1.[CH:37]1([NH:40][C:41]([C:43]2[C:51]3[CH:50]=[C:49]([C:52]4[C:57]([Br:58])=[CH:56][N:55]=[C:54]([Cl:59])[N:53]=4)[S:48][C:47]=3[CH:46]=[CH:45][CH:44]=2)=[O:42])[CH2:39][CH2:38]1.[CH3:60][C:61]1([CH3:72])[CH2:66][C:65](=[CH:67][CH2:68][NH2:69])[CH2:64][C:63]([CH3:71])([CH3:70])[NH:62]1, predict the reaction product. The product is: [ClH:25].[ClH:59].[CH:37]1([NH:40][C:41]([C:43]2[C:51]3[CH:50]=[C:49]([C:52]4[C:57]([Br:58])=[CH:56][N:55]=[C:54]([NH:69][CH2:68][CH:67]=[C:65]5[CH2:66][C:61]([CH3:72])([CH3:60])[NH:62][C:63]([CH3:71])([CH3:70])[CH2:64]5)[N:53]=4)[S:48][C:47]=3[CH:46]=[CH:45][CH:44]=2)=[O:42])[CH2:39][CH2:38]1. (5) Given the reactants [Cl:1][C:2]1[CH:7]=[CH:6][C:5]([N:8]2[C@@H:12]([C:13]3[CH:18]=[CH:17][CH:16]=[C:15]([O:19][CH3:20])[CH:14]=3)[C@H:11]([CH2:21][N:22]3[N:26]=[N:25][C:24]([CH2:27][CH2:28]O)=[N:23]3)[O:10][C:9]2=[O:30])=[CH:4][CH:3]=1.CS(Cl)(=O)=O.C(N(CC)CC)C.[NH:43]1[CH2:48][CH2:47][O:46][CH2:45][CH2:44]1, predict the reaction product. The product is: [Cl:1][C:2]1[CH:7]=[CH:6][C:5]([N:8]2[C@@H:12]([C:13]3[CH:18]=[CH:17][CH:16]=[C:15]([O:19][CH3:20])[CH:14]=3)[C@H:11]([CH2:21][N:22]3[N:26]=[N:25][C:24]([CH2:27][CH2:28][N:43]4[CH2:48][CH2:47][O:46][CH2:45][CH2:44]4)=[N:23]3)[O:10][C:9]2=[O:30])=[CH:4][CH:3]=1. (6) Given the reactants [NH2:1][C:2]1[CH:7]=[CH:6][N:5]=[CH:4][CH:3]=1.C(N(CC)CC)C.[C:15]1([O:21][C:22](Cl)=[O:23])[CH:20]=[CH:19][CH:18]=[CH:17][CH:16]=1, predict the reaction product. The product is: [C:15]1([O:21][C:22](=[O:23])[NH:1][C:2]2[CH:7]=[CH:6][N:5]=[CH:4][CH:3]=2)[CH:20]=[CH:19][CH:18]=[CH:17][CH:16]=1. (7) Given the reactants Br[C:2]1[CH:7]=[C:6]([CH2:8][NH:9][C:10]2[CH:28]=[CH:27][CH:26]=[CH:25][C:11]=2[C:12]([NH:14][C:15]2[CH:20]=[CH:19][CH:18]=[C:17]([C:21]([F:24])([F:23])[F:22])[CH:16]=2)=[O:13])[CH:5]=[CH:4][N:3]=1.[NH3:29], predict the reaction product. The product is: [NH2:29][C:2]1[CH:7]=[C:6]([CH2:8][NH:9][C:10]2[CH:28]=[CH:27][CH:26]=[CH:25][C:11]=2[C:12]([NH:14][C:15]2[CH:20]=[CH:19][CH:18]=[C:17]([C:21]([F:24])([F:23])[F:22])[CH:16]=2)=[O:13])[CH:5]=[CH:4][N:3]=1. (8) Given the reactants C(OC1C=CC(N2CCN(CCCC3CCCCC3)CC2)=CC=1[Cl:30])C1C=CC=CC=1.C([O:38][C:39]1[CH:44]=[CH:43][C:42]([N:45]2[CH2:50][CH2:49][NH:48][CH2:47][CH2:46]2)=[CH:41][C:40]=1[F:51])C1C=CC=CC=1, predict the reaction product. The product is: [ClH:30].[F:51][C:40]1[CH:41]=[C:42]([N:45]2[CH2:46][CH2:47][NH:48][CH2:49][CH2:50]2)[CH:43]=[CH:44][C:39]=1[OH:38].